Dataset: Reaction yield outcomes from USPTO patents with 853,638 reactions. Task: Predict the reaction yield, written as a fraction of the theoretical maximum amount of product (1.0 means a 100% yield; for example, 0.34 means a 34% yield). (1) The reactants are [CH3:1][N:2]1[NH:6][CH:5]=[CH:4]O1.[Li]CCCC.[Mg+2].[Br-].[Br-].CC[O:17]CC.[CH2:20]([O:27][C:28]1[CH:29]=[C:30]([C:34]2[CH:35]=[C:36]([CH:39]=[CH:40][CH:41]=2)[CH:37]=[O:38])[CH:31]=[CH:32][CH:33]=1)[C:21]1[CH:26]=[CH:25][CH:24]=[CH:23][CH:22]=1. The catalyst is C1COCC1.CCCCCC.[NH4+].[Cl-].CCOC(C)=O. The product is [CH2:20]([O:27][C:28]1[CH:29]=[C:30]([C:34]2[CH:41]=[CH:40][CH:39]=[C:36]([CH:37]([C:1]3[O:17][C:5]([CH3:4])=[N:6][N:2]=3)[OH:38])[CH:35]=2)[CH:31]=[CH:32][CH:33]=1)[C:21]1[CH:22]=[CH:23][CH:24]=[CH:25][CH:26]=1. The yield is 0.500. (2) The reactants are [CH:1]1([NH:4][C:5]([NH:7][C:8]2[CH:13]=[CH:12][C:11]([C:14]3[N:15]=[C:16]([N:24]4[CH2:29][CH2:28][O:27][CH2:26][C@@H:25]4[CH3:30])[C:17]4[CH2:23][CH2:22][NH:21][CH2:20][C:18]=4[N:19]=3)=[C:10]([F:31])[CH:9]=2)=[O:6])[CH2:3][CH2:2]1.CCN(CC)CC.[CH3:39][N:40]([CH3:44])[C:41](Cl)=[O:42]. The catalyst is CN(C=O)C. The product is [CH:1]1([NH:4][C:5](=[O:6])[NH:7][C:8]2[CH:13]=[CH:12][C:11]([C:14]3[N:15]=[C:16]([N:24]4[CH2:29][CH2:28][O:27][CH2:26][C@@H:25]4[CH3:30])[C:17]4[CH2:23][CH2:22][N:21]([C:41]([N:40]([CH3:44])[CH3:39])=[O:42])[CH2:20][C:18]=4[N:19]=3)=[C:10]([F:31])[CH:9]=2)[CH2:2][CH2:3]1. The yield is 0.370. (3) The reactants are [CH2:1]([O:3][C:4](=[O:29])[CH2:5][CH2:6][CH2:7][CH2:8][CH2:9][O:10][CH2:11][CH2:12][O:13][CH2:14][CH2:15][O:16][CH2:17][CH2:18][O:19][CH2:20][CH2:21][O:22][CH2:23][CH2:24][O:25][CH2:26][CH2:27]O)[CH3:2].C(N(CC)CC)C.[CH3:37][S:38](Cl)(=[O:40])=[O:39]. The catalyst is ClCCl. The product is [CH2:1]([O:3][C:4](=[O:29])[CH2:5][CH2:6][CH2:7][CH2:8][CH2:9][O:10][CH2:11][CH2:12][O:13][CH2:14][CH2:15][O:16][CH2:17][CH2:18][O:19][CH2:20][CH2:21][O:22][CH2:23][CH2:24][O:25][CH2:26][CH2:27][S:38]([CH3:37])(=[O:40])=[O:39])[CH3:2]. The yield is 0.830. (4) The reactants are [CH:1]([C:4]1[CH:9]=[CH:8][C:7]([CH2:10][C:11]([NH:13][CH:14]([C:20]2[CH:25]=[CH:24][CH:23]=[CH:22][CH:21]=2)[C:15]2[NH:19][N:18]=[N:17][N:16]=2)=[O:12])=[CH:6][CH:5]=1)([CH3:3])[CH3:2].[C:26]([O-])([O-])=O.[K+].[K+].CI. The catalyst is CN(C=O)C. The product is [CH:1]([C:4]1[CH:5]=[CH:6][C:7]([CH2:10][C:11]([NH:13][CH:14]([C:15]2[N:19]([CH3:26])[N:18]=[N:17][N:16]=2)[C:20]2[CH:25]=[CH:24][CH:23]=[CH:22][CH:21]=2)=[O:12])=[CH:8][CH:9]=1)([CH3:3])[CH3:2]. The yield is 0.230. (5) The reactants are [F:1][C:2]1[CH:30]=[CH:29][C:5]([CH2:6][N:7]([C:17]2[S:21][C:20]3[CH:22]=[CH:23][CH:24]=[CH:25][C:19]=3[C:18]=2C(O)=O)[S:8]([C:11]2[CH:16]=[CH:15][CH:14]=[CH:13][CH:12]=2)(=[O:10])=[O:9])=[CH:4][C:3]=1[C:31]([F:34])([F:33])[F:32].C([N:38]([CH:41](C)C)CC)(C)C.C1C=CC(P(N=[N+]=[N-])(C2C=CC=CC=2)=[O:51])=CC=1.[C:61]([OH:65])([CH3:64])([CH3:63])[CH3:62]. No catalyst specified. The product is [C:61]([O:65][C:41](=[O:51])[NH:38][C:18]1[C:19]2[CH:25]=[CH:24][CH:23]=[CH:22][C:20]=2[S:21][C:17]=1[N:7]([S:8]([C:11]1[CH:12]=[CH:13][CH:14]=[CH:15][CH:16]=1)(=[O:10])=[O:9])[CH2:6][C:5]1[CH:29]=[CH:30][C:2]([F:1])=[C:3]([C:31]([F:34])([F:33])[F:32])[CH:4]=1)([CH3:64])([CH3:63])[CH3:62]. The yield is 0.450. (6) The reactants are [Cl:1][C:2]1[C:7]([NH:8][S:9]([C:12]2[CH:17]=[CH:16][CH:15]=[C:14]([O:18][CH:19]([F:21])[F:20])[CH:13]=2)(=[O:11])=[O:10])=[CH:6][C:5](B2OC(C)(C)C(C)(C)O2)=[CH:4][N:3]=1.Cl[C:32]1[CH:33]=[CH:34][C:35]2[N:36]([CH:38]=[C:39]([NH:41][C:42](=[O:44])[CH3:43])[N:40]=2)[N:37]=1.C(=O)([O-])[O-].[Na+].[Na+]. The catalyst is C1C=CC(P(C2C=CC=CC=2)[C-]2C=CC=C2)=CC=1.C1C=CC(P(C2C=CC=CC=2)[C-]2C=CC=C2)=CC=1.Cl[Pd]Cl.[Fe+2].O1CCOCC1.O. The product is [Cl:1][C:2]1[N:3]=[CH:4][C:5]([C:32]2[CH:33]=[CH:34][C:35]3[N:36]([CH:38]=[C:39]([NH:41][C:42](=[O:44])[CH3:43])[N:40]=3)[N:37]=2)=[CH:6][C:7]=1[NH:8][S:9]([C:12]1[CH:17]=[CH:16][CH:15]=[C:14]([O:18][CH:19]([F:20])[F:21])[CH:13]=1)(=[O:10])=[O:11]. The yield is 0.300. (7) The reactants are [CH2:1]([O:8][CH:9]([CH3:15])[CH2:10][CH2:11][C:12]([OH:14])=O)[C:2]1[CH:7]=[CH:6][CH:5]=[CH:4][CH:3]=1.C(Cl)(=O)C(Cl)=O.CN(C)C=O.Cl.[NH2:28][C:29]1[C:37]([OH:38])=[C:36]2[C:32]([CH2:33][CH2:34][CH:35]2[CH2:39][CH2:40][NH:41][C:42](=[O:44])[CH3:43])=[CH:31][CH:30]=1. The catalyst is O1CCCC1.N1C=CC=CC=1. The product is [C:42]([NH:41][CH2:40][CH2:39][CH:35]1[C:36]2[C:32](=[CH:31][CH:30]=[C:29]([NH:28][C:12](=[O:14])[CH2:11][CH2:10][CH:9]([O:8][CH2:1][C:2]3[CH:3]=[CH:4][CH:5]=[CH:6][CH:7]=3)[CH3:15])[C:37]=2[OH:38])[CH2:33][CH2:34]1)(=[O:44])[CH3:43]. The yield is 0.570.